Dataset: Forward reaction prediction with 1.9M reactions from USPTO patents (1976-2016). Task: Predict the product of the given reaction. (1) Given the reactants [N+:1]([C:4]1[CH:9]=[CH:8][C:7](F)=[CH:6][CH:5]=1)([O-:3])=[O:2].[CH3:11][O:12][C:13]1[CH:14]=[C:15]2[C:19](=[CH:20][C:21]=1[O:22][CH3:23])[NH:18][CH2:17][CH2:16]2.C(=O)([O-])O.[Na+], predict the reaction product. The product is: [CH3:11][O:12][C:13]1[CH:14]=[C:15]2[C:19](=[CH:20][C:21]=1[O:22][CH3:23])[N:18]([C:7]1[CH:8]=[CH:9][C:4]([N+:1]([O-:3])=[O:2])=[CH:5][CH:6]=1)[CH2:17][CH2:16]2. (2) Given the reactants [F:1][C:2]([F:32])([O:18][C:19]1[CH:24]=[CH:23][C:22]([C:25]#[C:26][CH2:27][CH2:28][CH2:29][CH2:30][OH:31])=[CH:21][CH:20]=1)[C:3]1[C:8]([F:9])=[CH:7][C:6]([C:10]#[C:11][CH2:12][CH2:13][CH2:14][CH2:15][OH:16])=[CH:5][C:4]=1[F:17], predict the reaction product. The product is: [F:32][C:2]([F:1])([O:18][C:19]1[CH:20]=[CH:21][C:22]([CH2:25][CH2:26][CH2:27][CH2:28][CH2:29][CH2:30][OH:31])=[CH:23][CH:24]=1)[C:3]1[C:4]([F:17])=[CH:5][C:6]([CH2:10][CH2:11][CH2:12][CH2:13][CH2:14][CH2:15][OH:16])=[CH:7][C:8]=1[F:9]. (3) Given the reactants Cl[C:2]1[C:3]2[CH:17]=[CH:16][C:15]([C:18]3[C:23]([Cl:24])=[CH:22][CH:21]=[CH:20][N:19]=3)=[N:14][C:4]=2[N:5]=[C:6]([CH2:8][O:9][CH2:10][CH:11]([CH3:13])[CH3:12])[N:7]=1.[CH3:25][N:26]1[C:34]2[C:29](=[CH:30][C:31](N)=[CH:32][CH:33]=2)[C:28]([CH3:37])([CH3:36])[CH2:27]1.C(#[N:40])C, predict the reaction product. The product is: [Cl:24][C:23]1[C:18]([C:15]2[CH:16]=[CH:17][C:3]3[C:2]([NH:40][C:32]4[CH:33]=[C:34]5[C:29]([C:28]([CH3:37])([CH3:36])[CH2:27][N:26]5[CH3:25])=[CH:30][CH:31]=4)=[N:7][C:6]([CH2:8][O:9][CH2:10][CH:11]([CH3:13])[CH3:12])=[N:5][C:4]=3[N:14]=2)=[N:19][CH:20]=[CH:21][CH:22]=1. (4) Given the reactants BrC1SC(NC(NC2C=CC=CC=2)=O)=NC=1.[Br:17][C:18]1[S:22][C:21]([NH:23][C:24](=[O:32])OC2C=CC=CC=2)=[N:20][CH:19]=1.[CH3:33][C:34]1([CH3:41])[CH2:39][CH:38]([NH2:40])[CH2:37][CH2:36][O:35]1, predict the reaction product. The product is: [Br:17][C:18]1[S:22][C:21]([NH:23][C:24]([NH:40][CH:38]2[CH2:37][CH2:36][O:35][C:34]([CH3:41])([CH3:33])[CH2:39]2)=[O:32])=[N:20][CH:19]=1. (5) Given the reactants [C:1]([NH:5][S:6]([C:9]1[C:18]2[C:13](=[CH:14][CH:15]=[CH:16][CH:17]=2)[C:12]([C:19]2[S:23][C:22]([C:24]([NH:26][CH2:27][C:28]([OH:31])([CH3:30])[CH3:29])=[O:25])=[N:21][C:20]=2[CH2:32][OH:33])=[CH:11][CH:10]=1)(=[O:8])=[O:7])([CH3:4])([CH3:3])[CH3:2].C(O)(=[O:36])C.C(O)(=O)C.IC1C=CC=CC=1.CC1(C)N([O])C(C)(C)CCC1, predict the reaction product. The product is: [C:1]([NH:5][S:6]([C:9]1[C:18]2[C:13](=[CH:14][CH:15]=[CH:16][CH:17]=2)[C:12]([C:19]2[S:23][C:22]([C:24](=[O:25])[NH:26][CH2:27][C:28]([OH:31])([CH3:30])[CH3:29])=[N:21][C:20]=2[C:32]([OH:36])=[O:33])=[CH:11][CH:10]=1)(=[O:8])=[O:7])([CH3:4])([CH3:2])[CH3:3].